Dataset: Retrosynthesis with 50K atom-mapped reactions and 10 reaction types from USPTO. Task: Predict the reactants needed to synthesize the given product. (1) Given the product Fc1ccc(-c2cc(N(CC3CC3)CC3CC3)nc(Cl)n2)cc1, predict the reactants needed to synthesize it. The reactants are: C1CC1CNCC1CC1.Fc1ccc(-c2cc(Cl)nc(Cl)n2)cc1. (2) Given the product COc1ccc([N+](=O)[O-])c(CCOC(=O)Cl)c1, predict the reactants needed to synthesize it. The reactants are: COc1ccc([N+](=O)[O-])c(CCO)c1.O=C(Cl)Cl.